Dataset: Reaction yield outcomes from USPTO patents with 853,638 reactions. Task: Predict the reaction yield, written as a fraction of the theoretical maximum amount of product (1.0 means a 100% yield; for example, 0.34 means a 34% yield). The reactants are [CH3:1][C:2]1([CH3:18])[N:6]([C:7]([O:9][C:10]([CH3:13])([CH3:12])[CH3:11])=[O:8])[C@@H:5]([C:14](OC)=[O:15])[CH2:4][O:3]1.[H-].C([Al+]CC(C)C)C(C)C.CCCCCC. The catalyst is ClCCl. The product is [CH:14]([C@H:5]1[CH2:4][O:3][C:2]([CH3:18])([CH3:1])[N:6]1[C:7]([O:9][C:10]([CH3:13])([CH3:12])[CH3:11])=[O:8])=[O:15]. The yield is 0.685.